Dataset: Forward reaction prediction with 1.9M reactions from USPTO patents (1976-2016). Task: Predict the product of the given reaction. Given the reactants N(C(OC(C)(C)C)=O)[C@@H](C(O)=O)CC1C=CC(OCC2C=CC=CC=2)=CC=1.[NH:28]([C:55]([O:57][C:58]([CH3:61])([CH3:60])[CH3:59])=[O:56])[C@@H:29]([C:45]([N:47]1[CH2:54][CH2:53][CH2:52][C@H:48]1[C:49]([OH:51])=[O:50])=[O:46])[CH2:30][C:31]1[CH:36]=[CH:35][C:34]([O:37]CC2C=CC=CC=2)=[CH:33][CH:32]=1.[C:62]([C:64]1[CH:71]=[CH:70][C:67]([CH2:68][NH-:69])=[CH:66][CH:65]=1)#[N:63], predict the reaction product. The product is: [NH:28]([C:55]([O:57][C:58]([CH3:61])([CH3:60])[CH3:59])=[O:56])[C@@H:29]([C:45]([N:47]1[CH2:54][CH2:53][CH2:52][C@H:48]1[C:49]([OH:51])=[O:50])=[O:46])[CH2:30][C:31]1[CH:32]=[CH:33][C:34]([OH:37])=[CH:35][CH:36]=1.[C:62]([C:64]1[CH:71]=[CH:70][C:67]([CH2:68][NH-:69])=[CH:66][CH:65]=1)#[N:63].